From a dataset of Catalyst prediction with 721,799 reactions and 888 catalyst types from USPTO. Predict which catalyst facilitates the given reaction. (1) The catalyst class is: 14. Product: [CH3:1][C:2]1[N:6]([CH2:7][CH:8]2[C:21](=[O:22])[C:12]3[C:13]4[CH:14]=[CH:15][CH:16]=[CH:17][C:18]=4[N:19]([CH3:20])[C:11]=3[CH2:10][CH2:9]2)[CH:5]=[CH:4][N:3]=1.[ClH:23]. Reactant: [CH3:1][C:2]1[N:6]([CH2:7][CH:8]2[C:21](=[O:22])[C:12]3[C:13]4[CH:14]=[CH:15][CH:16]=[CH:17][C:18]=4[N:19]([CH3:20])[C:11]=3[CH2:10][CH2:9]2)[CH:5]=[CH:4][N:3]=1.[ClH:23]. (2) Reactant: [NH2:1][C:2]1[CH:39]=[CH:38][C:5]([CH2:6][N:7]2[CH2:11][CH2:10][C@@H:9]([NH:12][C:13]3[N:18]=[C:17]([C:19]4[C:27]5[C:22](=[CH:23][CH:24]=[CH:25][CH:26]=5)[N:21](S(C5C=CC=CC=5)(=O)=O)[CH:20]=4)[C:16]([Cl:37])=[CH:15][N:14]=3)[CH2:8]2)=[CH:4][CH:3]=1.C([O-])([O-])=O.[K+].[K+]. Product: [NH2:1][C:2]1[CH:3]=[CH:4][C:5]([CH2:6][N:7]2[CH2:11][CH2:10][C@@H:9]([NH:12][C:13]3[N:18]=[C:17]([C:19]4[C:27]5[C:22](=[CH:23][CH:24]=[CH:25][CH:26]=5)[NH:21][CH:20]=4)[C:16]([Cl:37])=[CH:15][N:14]=3)[CH2:8]2)=[CH:38][CH:39]=1. The catalyst class is: 5. (3) Reactant: [CH3:1][O:2][CH2:3][C:4]#[C:5][C:6]1[S:10][C:9]([C:11]2[CH:16]=[CH:15][CH:14]=[CH:13][CH:12]=2)=[N:8][C:7]=1[C:17]([O:19][CH2:20][CH3:21])=[O:18]. Product: [CH3:1][O:2][CH2:3][CH2:4][CH2:5][C:6]1[S:10][C:9]([C:11]2[CH:16]=[CH:15][CH:14]=[CH:13][CH:12]=2)=[N:8][C:7]=1[C:17]([O:19][CH2:20][CH3:21])=[O:18]. The catalyst class is: 25. (4) Reactant: Cl[CH2:2][C:3]1[N:12]=[C:11]([N:13]([C:15]2[CH:20]=[CH:19][C:18]([O:21][CH2:22][CH3:23])=[CH:17][C:16]=2[F:24])[CH3:14])[C:10]2[C:5](=[CH:6][CH:7]=[CH:8][CH:9]=2)[N:4]=1.Cl.ClCC1N=C(NC2C=CC(OCC)=CC=2F)C2C(=CC=CC=2)[N:29]=1.CI.[H-].[Na+]. Product: [NH2:29][CH2:2][C:3]1[N:12]=[C:11]([N:13]([C:15]2[CH:20]=[CH:19][C:18]([O:21][CH2:22][CH3:23])=[CH:17][C:16]=2[F:24])[CH3:14])[C:10]2[C:5](=[CH:6][CH:7]=[CH:8][CH:9]=2)[N:4]=1. The catalyst class is: 1. (5) Reactant: [CH2:1]([N:8]1[N:17]=[C:16](Cl)[C:15]2[C:10](=[CH:11][CH:12]=[CH:13][CH:14]=2)[C:9]1=[O:19])[C:2]1[CH:7]=[CH:6][CH:5]=[CH:4][CH:3]=1.[CH3:20][O:21][C:22]1[CH:27]=[C:26](B2OC(C)(C)C(C)(C)O2)[CH:25]=[CH:24][C:23]=1[OH:37].C([O-])([O-])=O.[Na+].[Na+]. Product: [CH2:1]([N:8]1[N:17]=[C:16]([C:26]2[CH:25]=[CH:24][C:23]([OH:37])=[C:22]([O:21][CH3:20])[CH:27]=2)[C:15]2[C:10](=[CH:11][CH:12]=[CH:13][CH:14]=2)[C:9]1=[O:19])[C:2]1[CH:7]=[CH:6][CH:5]=[CH:4][CH:3]=1. The catalyst class is: 460. (6) Reactant: [Cl:1][C:2]1[CH:3]=[CH:4][C:5]([C:32]#[N:33])=[C:6]([C:8]2[C:13]([O:14][CH3:15])=[CH:12][N:11]([CH:16]([CH2:24][CH:25]3[CH2:30][CH2:29][CH2:28][CH2:27][O:26]3)[C:17]([O:19]C(C)(C)C)=[O:18])[C:10](=[O:31])[CH:9]=2)[CH:7]=1.C(O)(C(F)(F)F)=O. Product: [Cl:1][C:2]1[CH:3]=[CH:4][C:5]([C:32]#[N:33])=[C:6]([C:8]2[C:13]([O:14][CH3:15])=[CH:12][N:11]([CH:16]([CH2:24][CH:25]3[CH2:30][CH2:29][CH2:28][CH2:27][O:26]3)[C:17]([OH:19])=[O:18])[C:10](=[O:31])[CH:9]=2)[CH:7]=1. The catalyst class is: 4. (7) Reactant: [NH2:1][C:2]1[C:10]2[C:9]([C:11]3[CH:16]=[CH:15][C:14]([Cl:17])=[C:13]([Cl:18])[CH:12]=3)=[N:8][C:7](S(C)=O)=[N:6][C:5]=2[S:4][C:3]=1[C:22]([NH2:24])=[O:23].[NH2:25][CH2:26][CH:27]([OH:30])[CH2:28][OH:29]. Product: [NH2:1][C:2]1[C:10]2[C:9]([C:11]3[CH:16]=[CH:15][C:14]([Cl:17])=[C:13]([Cl:18])[CH:12]=3)=[N:8][C:7]([NH:25][CH2:26][CH:27]([OH:30])[CH2:28][OH:29])=[N:6][C:5]=2[S:4][C:3]=1[C:22]([NH2:24])=[O:23]. The catalyst class is: 8. (8) Reactant: [Cl:1][CH2:2][CH2:3][CH2:4][C:5](Cl)=[O:6].[Cl:8][C:9]1[CH:17]=[C:16]2[C:12]([C:13]([NH2:18])=[N:14][NH:15]2)=[CH:11][CH:10]=1. Product: [Cl:1][CH2:2][CH2:3][CH2:4][C:5]([NH:18][C:13]1[C:12]2[C:16](=[CH:17][C:9]([Cl:8])=[CH:10][CH:11]=2)[NH:15][N:14]=1)=[O:6]. The catalyst class is: 17.